This data is from NCI-60 drug combinations with 297,098 pairs across 59 cell lines. The task is: Regression. Given two drug SMILES strings and cell line genomic features, predict the synergy score measuring deviation from expected non-interaction effect. (1) Drug 1: CCC1(C2=C(COC1=O)C(=O)N3CC4=CC5=C(C=CC(=C5CN(C)C)O)N=C4C3=C2)O.Cl. Drug 2: N.N.Cl[Pt+2]Cl. Cell line: SNB-19. Synergy scores: CSS=59.1, Synergy_ZIP=2.59, Synergy_Bliss=3.17, Synergy_Loewe=-37.4, Synergy_HSA=4.81. (2) Drug 1: CC12CCC3C(C1CCC2=O)CC(=C)C4=CC(=O)C=CC34C. Drug 2: C1CC(=O)NC(=O)C1N2C(=O)C3=CC=CC=C3C2=O. Cell line: OVCAR-8. Synergy scores: CSS=60.1, Synergy_ZIP=0.468, Synergy_Bliss=-0.564, Synergy_Loewe=-1.87, Synergy_HSA=-1.18.